Dataset: Reaction yield outcomes from USPTO patents with 853,638 reactions. Task: Predict the reaction yield, written as a fraction of the theoretical maximum amount of product (1.0 means a 100% yield; for example, 0.34 means a 34% yield). (1) The reactants are C1(P(C2CCCCC2)C2C=CC=CC=2C2C(OC)=CC=CC=2OC)CCCCC1.P([O-])([O-])([O-])=O.[K+].[K+].[K+].[CH3:38][O:39][C:40](=[O:50])[CH2:41][C:42]1[CH:47]=[CH:46][C:45](Cl)=[CH:44][C:43]=1[F:49].[CH2:51]([C:53]([C:72]1[CH:77]=[CH:76][C:75]([CH2:78][CH2:79][C:80]([C:86]([F:89])([F:88])[F:87])([OH:85])[C:81]([F:84])([F:83])[F:82])=[C:74]([CH3:90])[CH:73]=1)([C:56]1[CH:61]=[CH:60][C:59](B2OC(C)(C)C(C)(C)O2)=[C:58]([CH3:71])[CH:57]=1)[CH2:54][CH3:55])[CH3:52]. The catalyst is O.C1(C)C=CC=CC=1.C([O-])(=O)C.[Pd+2].C([O-])(=O)C. The product is [CH3:38][O:39][C:40](=[O:50])[CH2:41][C:42]1[CH:47]=[CH:46][C:45]([C:59]2[CH:60]=[CH:61][C:56]([C:53]([CH2:54][CH3:55])([C:72]3[CH:77]=[CH:76][C:75]([CH2:78][CH2:79][C:80]([OH:85])([C:86]([F:88])([F:89])[F:87])[C:81]([F:84])([F:83])[F:82])=[C:74]([CH3:90])[CH:73]=3)[CH2:51][CH3:52])=[CH:57][C:58]=2[CH3:71])=[CH:44][C:43]=1[F:49]. The yield is 0.470. (2) The reactants are [Cl:1][C:2]1[C:7]([CH2:8][CH2:9][N:10]2C(=O)C3C(=CC=CC=3)C2=O)=[C:6]([NH:21][C@@H:22]2[C:30]3[C:25](=[CH:26][CH:27]=[CH:28][CH:29]=3)[CH2:24][CH2:23]2)[N:5]=[CH:4][N:3]=1.O.NN. The catalyst is C(O)C. The product is [NH2:10][CH2:9][CH2:8][C:7]1[C:6]([NH:21][C@@H:22]2[C:30]3[C:25](=[CH:26][CH:27]=[CH:28][CH:29]=3)[CH2:24][CH2:23]2)=[N:5][CH:4]=[N:3][C:2]=1[Cl:1]. The yield is 0.500. (3) The reactants are [Br:1][C:2]1[CH:7]=[CH:6][C:5]([NH:8][C:9]([C:11]2[N:12](COCC[Si](C)(C)C)[CH:13]=[C:14]([C:16]#[N:17])[N:15]=2)=[O:10])=[C:4]([C:26]2[CH2:31][CH2:30][C:29]([CH3:33])([CH3:32])[CH2:28][CH:27]=2)[CH:3]=1.CCO.C(O)(C(F)(F)F)=O. The catalyst is C(Cl)Cl. The product is [Br:1][C:2]1[CH:7]=[CH:6][C:5]([NH:8][C:9]([C:11]2[NH:12][CH:13]=[C:14]([C:16]#[N:17])[N:15]=2)=[O:10])=[C:4]([C:26]2[CH2:31][CH2:30][C:29]([CH3:33])([CH3:32])[CH2:28][CH:27]=2)[CH:3]=1. The yield is 0.950. (4) The reactants are [Cl-].O[NH3+:3].[C:4](=[O:7])([O-])[OH:5].[Na+].CS(C)=O.[CH2:13]([C:15]1[N:16]=[C:17]([CH3:43])[N:18]([C:37]2[CH:42]=[CH:41][CH:40]=[CH:39][CH:38]=2)[C:19](=[O:36])[C:20]=1[CH2:21][C:22]1[CH:27]=[CH:26][C:25]([C:28]2[C:29]([C:34]#[N:35])=[CH:30][CH:31]=[CH:32][CH:33]=2)=[CH:24][CH:23]=1)[CH3:14]. The catalyst is C(OCC)(=O)C. The product is [CH2:13]([C:15]1[N:16]=[C:17]([CH3:43])[N:18]([C:37]2[CH:42]=[CH:41][CH:40]=[CH:39][CH:38]=2)[C:19](=[O:36])[C:20]=1[CH2:21][C:22]1[CH:23]=[CH:24][C:25]([C:28]2[CH:33]=[CH:32][CH:31]=[CH:30][C:29]=2[C:34]2[NH:3][C:4](=[O:7])[O:5][N:35]=2)=[CH:26][CH:27]=1)[CH3:14]. The yield is 0.620. (5) The reactants are C[O:2][C:3](=[O:32])[C:4]1[CH:9]=[CH:8][CH:7]=[C:6]([O:10][CH2:11][CH2:12][CH2:13][N:14]2[C:18]3[CH:19]=[CH:20][CH:21]=[CH:22][C:17]=3[N:16]([CH2:23][C:24]3[CH:29]=[CH:28][CH:27]=[C:26]([Br:30])[CH:25]=3)[C:15]2=[NH:31])[CH:5]=1.[OH-].[Na+:34]. The catalyst is CCO. The product is [Na+:34].[Br:30][C:26]1[CH:25]=[C:24]([CH:29]=[CH:28][CH:27]=1)[CH2:23][N:16]1[C:17]2[CH:22]=[CH:21][CH:20]=[CH:19][C:18]=2[N:14]([CH2:13][CH2:12][CH2:11][O:10][C:6]2[CH:5]=[C:4]([CH:9]=[CH:8][CH:7]=2)[C:3]([O-:32])=[O:2])[C:15]1=[NH:31]. The yield is 0.850. (6) The reactants are [H-].[Na+].F[C:4]1[CH:9]=[CH:8][C:7]([N+:10]([O-:12])=[O:11])=[CH:6][C:5]=1[C:13]1[O:14][C:15]2[CH:21]=[CH:20][C:19]([C:22]3[CH:27]=[CH:26][CH:25]=[CH:24][CH:23]=3)=[CH:18][C:16]=2[N:17]=1.[OH2:28]. The catalyst is COC(O)C. The product is [N+:10]([C:7]1[CH:8]=[CH:9][C:4]([O:28][CH2:5][CH2:13][O:14][CH3:15])=[C:5]([C:13]2[O:14][C:15]3[CH:21]=[CH:20][C:19]([C:22]4[CH:27]=[CH:26][CH:25]=[CH:24][CH:23]=4)=[CH:18][C:16]=3[N:17]=2)[CH:6]=1)([O-:12])=[O:11]. The yield is 0.790.